This data is from Merck oncology drug combination screen with 23,052 pairs across 39 cell lines. The task is: Regression. Given two drug SMILES strings and cell line genomic features, predict the synergy score measuring deviation from expected non-interaction effect. (1) Drug 1: Nc1ccn(C2OC(CO)C(O)C2(F)F)c(=O)n1. Drug 2: O=C(O)C1(Cc2cccc(Nc3nccs3)n2)CCC(Oc2cccc(Cl)c2F)CC1. Cell line: SKMEL30. Synergy scores: synergy=8.90. (2) Drug 1: CC(=O)OC1C(=O)C2(C)C(O)CC3OCC3(OC(C)=O)C2C(OC(=O)c2ccccc2)C2(O)CC(OC(=O)C(O)C(NC(=O)c3ccccc3)c3ccccc3)C(C)=C1C2(C)C. Drug 2: CC(C)CC(NC(=O)C(Cc1ccccc1)NC(=O)c1cnccn1)B(O)O. Cell line: SKMES1. Synergy scores: synergy=-23.0. (3) Drug 1: COc1cccc2c1C(=O)c1c(O)c3c(c(O)c1C2=O)CC(O)(C(=O)CO)CC3OC1CC(N)C(O)C(C)O1. Drug 2: COC1CC2CCC(C)C(O)(O2)C(=O)C(=O)N2CCCCC2C(=O)OC(C(C)CC2CCC(OP(C)(C)=O)C(OC)C2)CC(=O)C(C)C=C(C)C(O)C(OC)C(=O)C(C)CC(C)C=CC=CC=C1C. Cell line: NCIH2122. Synergy scores: synergy=-4.84.